The task is: Predict the reaction yield, written as a fraction of the theoretical maximum amount of product (1.0 means a 100% yield; for example, 0.34 means a 34% yield).. This data is from Reaction yield outcomes from USPTO patents with 853,638 reactions. The reactants are [CH3:1][O:2][C:3]1[CH:4]=[C:5]([SH:9])[CH:6]=[CH:7][CH:8]=1.[CH3:10][C:11](OC(C)=O)=[O:12]. The catalyst is C(Cl)Cl. The product is [C:11](=[O:12])([S:9][C:5]1[CH:6]=[CH:7][CH:8]=[C:3]([O:2][CH3:1])[CH:4]=1)[CH3:10]. The yield is 1.00.